This data is from Catalyst prediction with 721,799 reactions and 888 catalyst types from USPTO. The task is: Predict which catalyst facilitates the given reaction. (1) Reactant: [I-].[CH3:2][C:3]([CH3:19])([O:5][C:6]([NH:8][C@@H:9]([C:15]([NH:17][CH3:18])=[O:16])[CH2:10][CH2:11][S+](C)C)=[O:7])[CH3:4].[Li+].C[Si]([N-][Si](C)(C)C)(C)C.O. Product: [CH3:18][N:17]1[CH2:11][CH2:10][C@@H:9]([NH:8][C:6](=[O:7])[O:5][C:3]([CH3:19])([CH3:4])[CH3:2])[C:15]1=[O:16]. The catalyst class is: 1. (2) Reactant: [F:1][C:2]1[CH:7]=[CH:6][CH:5]=[C:4]([F:8])[C:3]=1[C:9]1[N:14]=[C:13]([C:15]([NH:17][C:18]2[CH:19]=[N:20][CH:21]=[CH:22][C:23]=2[C@H:24]2[CH2:29][C:28](=O)[C@:27]([CH2:32][CH3:33])([OH:31])[C@@H:26]([CH3:34])[CH2:25]2)=[O:16])[CH:12]=[CH:11][C:10]=1[F:35].[CH2:36]([NH2:43])[C:37]1[CH:42]=[CH:41][CH:40]=[CH:39][CH:38]=1.[Li+].[BH4-]. Product: [CH2:36]([NH:43][C@H:28]1[C@:27]([CH2:32][CH3:33])([OH:31])[C@@H:26]([CH3:34])[CH2:25][C@@H:24]([C:23]2[CH:22]=[CH:21][N:20]=[CH:19][C:18]=2[NH:17][C:15](=[O:16])[C:13]2[CH:12]=[CH:11][C:10]([F:35])=[C:9]([C:3]3[C:4]([F:8])=[CH:5][CH:6]=[CH:7][C:2]=3[F:1])[N:14]=2)[CH2:29]1)[C:37]1[CH:42]=[CH:41][CH:40]=[CH:39][CH:38]=1. The catalyst class is: 91. (3) Reactant: [Li].[S:2]1[C:6]2=[N:7][CH:8]=[C:9]([C:11]([OH:13])=O)[CH:10]=[C:5]2[CH:4]=[CH:3]1.[O:14]([C:21]1[S:25][C:24]([CH2:26][NH2:27])=[CH:23][CH:22]=1)[C:15]1[CH:20]=[CH:19][CH:18]=[CH:17][CH:16]=1.F[P-](F)(F)(F)(F)F.N1([P+](N(C)C)(N(C)C)N(C)C)C2C=CC=CC=2N=N1.C(N(CC)CC)C. Product: [O:14]([C:21]1[S:25][C:24]([CH2:26][NH:27][C:11]([C:9]2[CH:10]=[C:5]3[CH:4]=[CH:3][S:2][C:6]3=[N:7][CH:8]=2)=[O:13])=[CH:23][CH:22]=1)[C:15]1[CH:16]=[CH:17][CH:18]=[CH:19][CH:20]=1. The catalyst class is: 288. (4) Reactant: Br[C:2]1[N:3]([CH2:7][C:8]2[CH:9]=[C:10]([C:14]3[CH:18]=[C:17]([CH2:19][CH:20]([CH3:22])[CH3:21])[S:16][C:15]=3[S:23]([NH:26]C(C)(C)C)(=[O:25])=[O:24])[CH:11]=[CH:12][CH:13]=2)[CH:4]=[CH:5][N:6]=1.C1(OC)C=CC=CC=1.N1(C2C=CC=CN=2)[CH2:43][CH2:42][CH2:41][CH2:40]1.[Cl:50]C(OCCCC)=O.C(O)(=O)CC(CC(O)=O)([C:62]([OH:64])=[O:63])O. Product: [CH2:40]([O:64][C:62]([NH:26][S:23]([C:15]1[S:16][C:17]([CH2:19][CH:20]([CH3:21])[CH3:22])=[CH:18][C:14]=1[C:10]1[CH:11]=[CH:12][CH:13]=[C:8]([CH2:7][N:3]2[CH:4]=[CH:5][N:6]=[C:2]2[Cl:50])[CH:9]=1)(=[O:24])=[O:25])=[O:63])[CH2:41][CH2:42][CH3:43]. The catalyst class is: 67. (5) The catalyst class is: 1. Reactant: [CH2:1]([O:3][C:4]([N:6]1[CH2:11][CH2:10][C@@H:9]([NH:12][S:13]([C:16]2[C:25]3[C:20](=[CH:21][CH:22]=[CH:23][CH:24]=3)[C:19]([NH:26][C:27](=[O:35])[C:28]3[CH:33]=[CH:32][CH:31]=[CH:30][C:29]=3[CH3:34])=[CH:18][CH:17]=2)(=[O:15])=[O:14])[C@H:8]([C:36](OCC)=[O:37])[CH2:7]1)=[O:5])[CH3:2].C(OC(N1CCC(N)CC1)=O)(C)(C)C.N(C(C)C)=C=O.[BH4-].[Li+]. Product: [CH2:1]([O:3][C:4]([N:6]1[CH2:11][CH2:10][C@@H:9]([NH:12][S:13]([C:16]2[C:25]3[C:20](=[CH:21][CH:22]=[CH:23][CH:24]=3)[C:19]([NH:26][C:27](=[O:35])[C:28]3[CH:33]=[CH:32][CH:31]=[CH:30][C:29]=3[CH3:34])=[CH:18][CH:17]=2)(=[O:14])=[O:15])[C@H:8]([CH2:36][OH:37])[CH2:7]1)=[O:5])[CH3:2]. (6) Reactant: Br[C:2]1[CH:7]=[CH:6][CH:5]=[CH:4][C:3]=1[CH2:8][CH2:9][C:10]([N:12]([CH:22]([CH3:24])[CH3:23])[NH:13][C:14](=[O:21])[C:15]1[CH:20]=[CH:19][CH:18]=[CH:17][CH:16]=1)=[O:11].C([O-])([O-])=O.[Na+].[Na+].[N+:31]([C:34]1[CH:35]=[C:36](B(O)O)[CH:37]=[CH:38][CH:39]=1)([O-:33])=[O:32]. Product: [CH:22]([N:12]([C:10](=[O:11])[CH2:9][CH2:8][C:3]1[CH:4]=[CH:5][CH:6]=[CH:7][C:2]=1[C:38]1[CH:37]=[CH:36][CH:35]=[C:34]([N+:31]([O-:33])=[O:32])[CH:39]=1)[NH:13][C:14](=[O:21])[C:15]1[CH:20]=[CH:19][CH:18]=[CH:17][CH:16]=1)([CH3:24])[CH3:23]. The catalyst class is: 57.